This data is from Forward reaction prediction with 1.9M reactions from USPTO patents (1976-2016). The task is: Predict the product of the given reaction. (1) Given the reactants O/[N:2]=[C:3](/[C:5]1[S:9][C:8]([C:10]([O:12][CH3:13])=[O:11])=[CH:7][CH:6]=1)\[CH3:4].[ClH:14], predict the reaction product. The product is: [ClH:14].[NH2:2][CH:3]([C:5]1[S:9][C:8]([C:10]([O:12][CH3:13])=[O:11])=[CH:7][CH:6]=1)[CH3:4]. (2) Given the reactants [Cl:1][C:2]1[CH:7]=[CH:6][CH:5]=[C:4]([Cl:8])[C:3]=1[C:9]1[N:13]=[C:12]([C:14]2[CH:19]=[CH:18][CH:17]=[C:16]([N+:20]([O-])=O)[CH:15]=2)[O:11][N:10]=1.O.O.[Sn](Cl)Cl.[Sn](Cl)Cl, predict the reaction product. The product is: [Cl:8][C:4]1[CH:5]=[CH:6][CH:7]=[C:2]([Cl:1])[C:3]=1[C:9]1[N:13]=[C:12]([C:14]2[CH:19]=[CH:18][CH:17]=[C:16]([NH2:20])[CH:15]=2)[O:11][N:10]=1.